From a dataset of Reaction yield outcomes from USPTO patents with 853,638 reactions. Predict the reaction yield, written as a fraction of the theoretical maximum amount of product (1.0 means a 100% yield; for example, 0.34 means a 34% yield). (1) The reactants are [C:1]([O:5][C:6]([NH:8][C:9]1([CH2:12][CH:13]2[CH2:17][CH2:16][N:15]([C@@H](C3C=CC=CC=3)C)[CH2:14]2)[CH2:11][CH2:10]1)=[O:7])([CH3:4])([CH3:3])[CH3:2].Cl[C:27]([O:29][CH2:30][C:31]1[CH:36]=[CH:35][CH:34]=[CH:33][CH:32]=1)=[O:28]. The yield is 0.715. The catalyst is ClCCl. The product is [CH2:30]([O:29][C:27]([N:15]1[CH2:16][CH2:17][CH:13]([CH2:12][C:9]2([NH:8][C:6]([O:5][C:1]([CH3:4])([CH3:3])[CH3:2])=[O:7])[CH2:10][CH2:11]2)[CH2:14]1)=[O:28])[C:31]1[CH:36]=[CH:35][CH:34]=[CH:33][CH:32]=1. (2) The reactants are [O:1]([C:8]1[CH:9]=[C:10]([NH:14][CH2:15][C:16]2[CH:21]=[CH:20][CH:19]=[C:18]([OH:22])[CH:17]=2)[CH:11]=[CH:12][CH:13]=1)[C:2]1[CH:7]=[CH:6][CH:5]=[CH:4][CH:3]=1.[F:23][C:24]([F:29])([F:28])[CH:25]1[O:27][CH2:26]1. No catalyst specified. The product is [O:1]([C:8]1[CH:9]=[C:10]([N:14]([CH2:15][C:16]2[CH:21]=[CH:20][CH:19]=[C:18]([O:22][CH2:26][CH:25]([OH:27])[C:24]([F:29])([F:28])[F:23])[CH:17]=2)[CH2:26][CH:25]([OH:27])[C:24]([F:29])([F:28])[F:23])[CH:11]=[CH:12][CH:13]=1)[C:2]1[CH:3]=[CH:4][CH:5]=[CH:6][CH:7]=1. The yield is 0.770. (3) The reactants are C([O:8][C:9]1[C:10]([CH:15]2[NH:20][C:19]3[CH:21]=[CH:22][N:23]=[C:24]([C:25]([F:28])([F:27])[F:26])[C:18]=3[C:17](=[O:29])[N:16]2[CH:30]([CH3:40])[CH2:31][C:32]2[CH:37]=[CH:36][C:35]([F:38])=[C:34]([F:39])[CH:33]=2)=[N:11][CH:12]=[CH:13][CH:14]=1)C1C=CC=CC=1. The catalyst is C(O)C.[Pd]. The product is [F:39][C:34]1[CH:33]=[C:32]([CH2:31][CH:30]([N:16]2[C:17](=[O:29])[C:18]3[C:24]([C:25]([F:26])([F:27])[F:28])=[N:23][CH:22]=[CH:21][C:19]=3[NH:20][CH:15]2[C:10]2[C:9]([OH:8])=[CH:14][CH:13]=[CH:12][N:11]=2)[CH3:40])[CH:37]=[CH:36][C:35]=1[F:38]. The yield is 0.770. (4) The reactants are [CH:1]([N:4]1[C:8]([C:9]2[N:10]=[C:11]3[C:17]4[CH:18]=[CH:19][C:20]([CH:22]=C)=[CH:21][C:16]=4[O:15][CH2:14][CH2:13][N:12]3[CH:24]=2)=[N:7][C:6]([CH3:25])=[N:5]1)([CH3:3])[CH3:2].I([O-])(=O)(=O)=[O:27].[Na+]. The catalyst is C1COCC1.O.[Os](=O)(=O)(=O)=O. The product is [CH:1]([N:4]1[C:8]([C:9]2[N:10]=[C:11]3[C:17]4[CH:18]=[CH:19][C:20]([CH:22]=[O:27])=[CH:21][C:16]=4[O:15][CH2:14][CH2:13][N:12]3[CH:24]=2)=[N:7][C:6]([CH3:25])=[N:5]1)([CH3:2])[CH3:3]. The yield is 0.951. (5) The reactants are [Cl:1][C:2]1[CH:7]=[CH:6][N:5]=[CH:4][CH:3]=1.OS(O)(=O)=O.OO.[CH3:15][NH:16][CH:17]=[O:18]. No catalyst specified. The product is [Cl:1][C:2]1[CH:7]=[CH:6][N:5]=[C:4]([C:17]([NH:16][CH3:15])=[O:18])[CH:3]=1. The yield is 0.0530.